Dataset: Forward reaction prediction with 1.9M reactions from USPTO patents (1976-2016). Task: Predict the product of the given reaction. (1) Given the reactants [H-].[Na+].[CH3:3]I.[Br:5][C:6]1[CH:7]=[C:8]([CH2:11][OH:12])[S:9][CH:10]=1, predict the reaction product. The product is: [Br:5][C:6]1[CH:7]=[C:8]([CH2:11][O:12][CH3:3])[S:9][CH:10]=1. (2) Given the reactants [CH3:1][O:2][CH2:3][CH2:4][O:5][C:6]1[CH:7]=[C:8]2[C:12](=[C:13]([N:15]([CH3:25])[S:16]([C:19]3[N:20]([CH3:24])[CH:21]=[CH:22][N:23]=3)(=[O:18])=[O:17])[CH:14]=1)[NH:11][C:10]([C:26](O)=[O:27])=[CH:9]2.[CH2:29]([S:36][CH:37]([CH:40]([O:43][CH3:44])[O:41][CH3:42])[CH2:38][NH2:39])[C:30]1[CH:35]=[CH:34][CH:33]=[CH:32][CH:31]=1.N1(O)C2C=CC=CC=2N=N1.Cl.CN(C)CCCN=C=NCC, predict the reaction product. The product is: [CH2:29]([S:36][CH:37]([CH:40]([O:41][CH3:42])[O:43][CH3:44])[CH2:38][NH:39][C:26]([C:10]1[NH:11][C:12]2[C:8]([CH:9]=1)=[CH:7][C:6]([O:5][CH2:4][CH2:3][O:2][CH3:1])=[CH:14][C:13]=2[N:15]([CH3:25])[S:16]([C:19]1[N:20]([CH3:24])[CH:21]=[CH:22][N:23]=1)(=[O:17])=[O:18])=[O:27])[C:30]1[CH:35]=[CH:34][CH:33]=[CH:32][CH:31]=1. (3) Given the reactants [O:1]=[CH:2][C@@H:3]([C@H:5]([C@@H:7]([CH2:9][OH:10])[OH:8])[OH:6])[OH:4].[C:11](Cl)(=[O:23])[CH2:12][CH2:13][CH2:14][CH2:15][CH2:16][CH2:17][CH2:18][CH2:19][CH2:20][CH2:21][CH3:22].ClCCl, predict the reaction product. The product is: [C:11]([OH:23])(=[O:1])[CH2:12][CH2:13][CH2:14][CH2:15][CH2:16][CH2:17][CH2:18][CH2:19][CH2:20][CH2:21][CH3:22].[O:1]=[CH:2][C@@H:3]([C@H:5]([C@@H:7]([CH2:9][OH:10])[OH:8])[OH:6])[OH:4].